Dataset: Forward reaction prediction with 1.9M reactions from USPTO patents (1976-2016). Task: Predict the product of the given reaction. (1) Given the reactants [F:1][C:2]([F:22])([F:21])[C:3]1[CH:20]=[CH:19][CH:18]=[CH:17][C:4]=1[C:5]([NH:7][C:8]1[N:16]=[CH:15][CH:14]=[CH:13][C:9]=1[C:10]([NH2:12])=[O:11])=O.[O-]CC.[K+].S([O-])(O)(=O)=O.[Na+], predict the reaction product. The product is: [F:1][C:2]([F:22])([F:21])[C:3]1[CH:20]=[CH:19][CH:18]=[CH:17][C:4]=1[C:5]1[NH:12][C:10](=[O:11])[C:9]2[CH:13]=[CH:14][CH:15]=[N:16][C:8]=2[N:7]=1. (2) Given the reactants C[O:2][C:3](=[O:30])[CH2:4][O:5][C:6]1[CH:11]=[CH:10][C:9]([C:12]2[CH:13]=[C:14]3[C:18](=[CH:19][CH:20]=2)[N:17]([CH2:21][C:22]2[CH:27]=[CH:26][CH:25]=[CH:24][CH:23]=2)[C:16]([CH3:28])=[C:15]3[CH3:29])=[CH:8][CH:7]=1.[OH-].[K+], predict the reaction product. The product is: [CH2:21]([N:17]1[C:18]2[C:14](=[CH:13][C:12]([C:9]3[CH:8]=[CH:7][C:6]([O:5][CH2:4][C:3]([OH:30])=[O:2])=[CH:11][CH:10]=3)=[CH:20][CH:19]=2)[C:15]([CH3:29])=[C:16]1[CH3:28])[C:22]1[CH:23]=[CH:24][CH:25]=[CH:26][CH:27]=1. (3) Given the reactants [C:1]([NH:4][C:5]1[C:6]([I:31])=[C:7]([C:22]([N:24]([CH2:28][CH2:29][OH:30])[CH2:25][CH2:26][OH:27])=[O:23])[C:8]([I:21])=[C:9]([C:19]=1[I:20])[C:10]([N:12]([CH2:16][CH2:17][OH:18])[CH2:13][CH2:14][OH:15])=[O:11])(=[O:3])[CH3:2].[OH-:32].[K+].B(O)(O)O.[O:38]1[CH2:40][CH:39]1[CH2:41][CH2:42][CH2:43][CH2:44][CH:45]1[CH2:47][O:46]1, predict the reaction product. The product is: [OH:38][CH:39]([CH2:41][CH2:42][CH2:43][CH2:44][CH:45]([OH:46])[CH2:47][N:4]([C:5]1[C:19]([I:20])=[C:9]([C:10]([N:12]([CH2:13][CH2:14][OH:15])[CH2:16][CH2:17][OH:18])=[O:11])[C:8]([I:21])=[C:7]([C:6]=1[I:31])[C:22]([N:24]([CH2:25][CH2:26][OH:27])[CH2:28][CH2:29][OH:30])=[O:23])[C:1](=[O:32])[CH3:2])[CH2:40][N:4]([C:5]1[C:19]([I:20])=[C:9]([C:10]([N:12]([CH2:13][CH2:14][OH:15])[CH2:16][CH2:17][OH:18])=[O:11])[C:8]([I:21])=[C:7]([C:6]=1[I:31])[C:22]([N:24]([CH2:25][CH2:26][OH:27])[CH2:28][CH2:29][OH:30])=[O:23])[C:1](=[O:3])[CH3:2]. (4) Given the reactants [CH2:1]([N:8]1[CH:12]=[C:11]([CH2:13][C:14]([O:16][CH2:17][CH3:18])=[O:15])[C:10]([OH:19])=[N:9]1)[C:2]1[CH:7]=[CH:6][CH:5]=[CH:4][CH:3]=1.Cl[CH2:21][C:22]1[CH:41]=[CH:40][C:25]([O:26][CH2:27][C:28]2[N:29]=[C:30]([C:34]3[CH:39]=[CH:38][CH:37]=[CH:36][CH:35]=3)[O:31][C:32]=2[CH3:33])=[CH:24][CH:23]=1.C(=O)([O-])[O-].[K+].[K+].CN(C)C=O, predict the reaction product. The product is: [CH2:1]([N:8]1[CH:12]=[C:11]([CH2:13][C:14]([O:16][CH2:17][CH3:18])=[O:15])[C:10]([O:19][CH2:21][C:22]2[CH:23]=[CH:24][C:25]([O:26][CH2:27][C:28]3[N:29]=[C:30]([C:34]4[CH:39]=[CH:38][CH:37]=[CH:36][CH:35]=4)[O:31][C:32]=3[CH3:33])=[CH:40][CH:41]=2)=[N:9]1)[C:2]1[CH:3]=[CH:4][CH:5]=[CH:6][CH:7]=1. (5) Given the reactants [NH2:1][C:2]1[CH:3]=[C:4]([CH:7]=[CH:8][N:9]=1)[C:5]#[N:6].[Br:10][C:11]1[CH:19]=[CH:18][C:14]([C:15](Cl)=[O:16])=[CH:13][CH:12]=1, predict the reaction product. The product is: [Br:10][C:11]1[CH:19]=[CH:18][C:14]([C:15]([NH:1][C:2]2[CH:3]=[C:4]([C:5]#[N:6])[CH:7]=[CH:8][N:9]=2)=[O:16])=[CH:13][CH:12]=1. (6) The product is: [Br:12][C:10]1[CH:9]=[C:4]([CH:3]=[C:2]([OH:14])[CH:11]=1)[C:5]([OH:7])=[O:6]. Given the reactants N[C:2]1[CH:3]=[C:4]([CH:9]=[C:10]([Br:12])[CH:11]=1)[C:5]([O:7]C)=[O:6].N([O-])=[O:14].[Na+], predict the reaction product. (7) Given the reactants [F:1][C:2]([F:49])([F:48])[C:3]1[CH:4]=[C:5]([C@H:13]2[O:17][C:16](=[O:18])[N:15]([CH2:19][C:20]3[CH:25]=[C:24]([O:26][C:27]([F:30])([F:29])[F:28])[CH:23]=[CH:22][C:21]=3[N:31]([CH2:34][C@H:35]3[CH2:40][CH2:39][C@H:38]([CH2:41][C:42]([O:44]CC)=[O:43])[CH2:37][CH2:36]3)[CH2:32][CH3:33])[C@H:14]2[CH3:47])[CH:6]=[C:7]([C:9]([F:12])([F:11])[F:10])[CH:8]=1.[OH-].[K+], predict the reaction product. The product is: [F:12][C:9]([F:10])([F:11])[C:7]1[CH:6]=[C:5]([C@H:13]2[O:17][C:16](=[O:18])[N:15]([CH2:19][C:20]3[CH:25]=[C:24]([O:26][C:27]([F:29])([F:30])[F:28])[CH:23]=[CH:22][C:21]=3[N:31]([CH2:34][C@H:35]3[CH2:36][CH2:37][C@H:38]([CH2:41][C:42]([OH:44])=[O:43])[CH2:39][CH2:40]3)[CH2:32][CH3:33])[C@H:14]2[CH3:47])[CH:4]=[C:3]([C:2]([F:1])([F:49])[F:48])[CH:8]=1. (8) Given the reactants C([O:3][C:4](=[O:54])[C@@H:5]([O:51][CH2:52][CH3:53])[CH2:6][C:7]1[CH:12]=[CH:11][C:10]([O:13][CH2:14]/[CH:15]=[C:16](/[C:18]2[CH:23]=[CH:22][C:21]([C:24]3[CH:29]=[CH:28][C:27](/[C:30](/[CH3:50])=[CH:31]/[CH2:32][O:33][C:34]4[CH:39]=[CH:38][C:37]([CH2:40][C@H:41]([O:47][CH2:48][CH3:49])[C:42]([O:44]CC)=[O:43])=[CH:36][CH:35]=4)=[CH:26][CH:25]=3)=[CH:20][CH:19]=2)\[CH3:17])=[CH:9][CH:8]=1)C.[OH-].[Na+], predict the reaction product. The product is: [C:42]([C@@H:41]([O:47][CH2:48][CH3:49])[CH2:40][C:37]1[CH:36]=[CH:35][C:34]([O:33][CH2:32]/[CH:31]=[C:30](/[C:27]2[CH:28]=[CH:29][C:24]([C:21]3[CH:22]=[CH:23][C:18](/[C:16](/[CH3:17])=[CH:15]/[CH2:14][O:13][C:10]4[CH:9]=[CH:8][C:7]([CH2:6][C@H:5]([O:51][CH2:52][CH3:53])[C:4]([OH:54])=[O:3])=[CH:12][CH:11]=4)=[CH:19][CH:20]=3)=[CH:25][CH:26]=2)\[CH3:50])=[CH:39][CH:38]=1)([OH:44])=[O:43]. (9) Given the reactants [CH2:1]([O:3][C:4](=[O:27])[CH2:5][C:6]1[CH:11]=[CH:10][C:9]([O:12][CH3:13])=[C:8]([O:14][C:15]2[CH:20]=[CH:19][C:18]([C:21]([F:24])([F:23])[F:22])=[CH:17][C:16]=2[CH2:25]Br)[CH:7]=1)[CH3:2].[CH3:28][C@H:29]1[C@@H:33]([C:34]2[CH:39]=[CH:38][CH:37]=[CH:36][CH:35]=2)[O:32][C:31](=[O:40])[NH:30]1, predict the reaction product. The product is: [CH2:1]([O:3][C:4](=[O:27])[CH2:5][C:6]1[CH:11]=[CH:10][C:9]([O:12][CH3:13])=[C:8]([O:14][C:15]2[CH:20]=[CH:19][C:18]([C:21]([F:24])([F:23])[F:22])=[CH:17][C:16]=2[CH2:25][N:30]2[C@@H:29]([CH3:28])[C@@H:33]([C:34]3[CH:39]=[CH:38][CH:37]=[CH:36][CH:35]=3)[O:32][C:31]2=[O:40])[CH:7]=1)[CH3:2].